From a dataset of Forward reaction prediction with 1.9M reactions from USPTO patents (1976-2016). Predict the product of the given reaction. Given the reactants CN1[C:6]([C:7]2[C:15]3[NH:14][C:13](=[O:16])[NH:12][C:11]=3[CH:10]=[C:9]([C:17]3[C:18]([CH3:23])=[N:19][O:20][C:21]=3[CH3:22])[CH:8]=2)=C(C)C=N1.[CH3:25][C:26]1[C:30](B2OC(C)(C)C(C)(C)O2)=[C:29](C)[NH:28][N:27]=1.C([O-])([O-])=O.[Cs+].[Cs+].CC1C(C2C=C(C3C(C)=CC=C4C=3C=CC=N4)C3NC(=O)NC=3C=2)=C(C)ON=1, predict the reaction product. The product is: [CH3:25][C:26]1[C:6]([C:7]2[C:15]3[NH:14][C:13](=[O:16])[NH:12][C:11]=3[CH:10]=[C:9]([C:17]3[C:18]([CH3:23])=[N:19][O:20][C:21]=3[CH3:22])[CH:8]=2)=[C:29]([CH3:30])[NH:28][N:27]=1.